Dataset: NCI-60 drug combinations with 297,098 pairs across 59 cell lines. Task: Regression. Given two drug SMILES strings and cell line genomic features, predict the synergy score measuring deviation from expected non-interaction effect. (1) Drug 1: CC=C1C(=O)NC(C(=O)OC2CC(=O)NC(C(=O)NC(CSSCCC=C2)C(=O)N1)C(C)C)C(C)C. Drug 2: CC1C(C(CC(O1)OC2CC(OC(C2O)C)OC3=CC4=CC5=C(C(=O)C(C(C5)C(C(=O)C(C(C)O)O)OC)OC6CC(C(C(O6)C)O)OC7CC(C(C(O7)C)O)OC8CC(C(C(O8)C)O)(C)O)C(=C4C(=C3C)O)O)O)O. Cell line: SNB-75. Synergy scores: CSS=36.5, Synergy_ZIP=-0.391, Synergy_Bliss=-0.790, Synergy_Loewe=-3.55, Synergy_HSA=-0.703. (2) Drug 1: CCC1=CC2CC(C3=C(CN(C2)C1)C4=CC=CC=C4N3)(C5=C(C=C6C(=C5)C78CCN9C7C(C=CC9)(C(C(C8N6C)(C(=O)OC)O)OC(=O)C)CC)OC)C(=O)OC.C(C(C(=O)O)O)(C(=O)O)O. Synergy scores: CSS=46.7, Synergy_ZIP=2.98, Synergy_Bliss=3.64, Synergy_Loewe=1.49, Synergy_HSA=4.06. Cell line: IGROV1. Drug 2: CC1C(C(CC(O1)OC2CC(CC3=C2C(=C4C(=C3O)C(=O)C5=CC=CC=C5C4=O)O)(C(=O)C)O)N)O. (3) Cell line: CCRF-CEM. Drug 1: C(=O)(N)NO. Drug 2: C1=NNC2=C1C(=O)NC=N2. Synergy scores: CSS=19.4, Synergy_ZIP=-4.24, Synergy_Bliss=-3.02, Synergy_Loewe=0.0746, Synergy_HSA=0.0976. (4) Drug 1: C(=O)(N)NO. Synergy scores: CSS=3.21, Synergy_ZIP=7.68, Synergy_Bliss=20.7, Synergy_Loewe=1.95, Synergy_HSA=3.75. Drug 2: CC(C)NC(=O)C1=CC=C(C=C1)CNNC.Cl. Cell line: OVCAR3. (5) Drug 1: CNC(=O)C1=CC=CC=C1SC2=CC3=C(C=C2)C(=NN3)C=CC4=CC=CC=N4. Synergy scores: CSS=17.4, Synergy_ZIP=-2.23, Synergy_Bliss=3.08, Synergy_Loewe=-0.0483, Synergy_HSA=-0.00933. Drug 2: C1CC(C1)(C(=O)O)C(=O)O.[NH2-].[NH2-].[Pt+2]. Cell line: COLO 205.